From a dataset of Full USPTO retrosynthesis dataset with 1.9M reactions from patents (1976-2016). Predict the reactants needed to synthesize the given product. (1) The reactants are: [CH:1]1([CH2:6][CH:7]([C:20]2[CH:25]=[CH:24][C:23]([S:26]([CH3:29])(=[O:28])=[O:27])=[CH:22][CH:21]=2)[C:8]([NH:10][CH2:11][C:12](=O)[C:13]2[CH:18]=[CH:17][CH:16]=[CH:15][N:14]=2)=O)[CH2:5][CH2:4][CH2:3][CH2:2]1.C([O-])(=O)C.[NH4+:34]. Given the product [CH:1]1([CH2:6][CH:7]([C:8]2[NH:34][C:12]([C:13]3[CH:18]=[CH:17][CH:16]=[CH:15][N:14]=3)=[CH:11][N:10]=2)[C:20]2[CH:25]=[CH:24][C:23]([S:26]([CH3:29])(=[O:28])=[O:27])=[CH:22][CH:21]=2)[CH2:5][CH2:4][CH2:3][CH2:2]1, predict the reactants needed to synthesize it. (2) The reactants are: C(OC([N:8]=[C:9]([NH:34]C(OC(C)(C)C)=O)[NH:10][CH2:11][CH2:12][O:13][C:14]1[CH:33]=[CH:32][C:17]([CH2:18]/[C:19](=[C:24](\[CH:29]([CH3:31])[CH3:30])/[C:25]([O:27][CH3:28])=[O:26])/[C:20]([O:22][CH3:23])=[O:21])=[CH:16][CH:15]=1)=O)(C)(C)C.[ClH:42]. Given the product [ClH:42].[CH3:23][O:22][C:20](=[O:21])/[C:19](/[CH2:18][C:17]1[CH:16]=[CH:15][C:14]([O:13][CH2:12][CH2:11][NH:10][C:9]([NH2:34])=[NH:8])=[CH:33][CH:32]=1)=[C:24](/[CH:29]([CH3:30])[CH3:31])\[C:25]([O:27][CH3:28])=[O:26], predict the reactants needed to synthesize it.